From a dataset of Forward reaction prediction with 1.9M reactions from USPTO patents (1976-2016). Predict the product of the given reaction. Given the reactants Br[C:2]1[CH:3]=[C:4]([C:8]([CH3:29])([CH3:28])[CH2:9][NH:10][C:11](=[O:27])[C:12]2[CH:17]=[CH:16][CH:15]=[C:14]([C:18]3[N:22]=[C:21]([C:23]([F:26])([F:25])[F:24])[O:20][N:19]=3)[CH:13]=2)[CH:5]=[CH:6][CH:7]=1.[C:30]1(B(O)O)[CH:35]=[CH:34][CH:33]=[CH:32][CH:31]=1.C(=O)([O-])[O-].[K+].[K+], predict the reaction product. The product is: [C:2]1([C:30]2[CH:35]=[CH:34][CH:33]=[CH:32][CH:31]=2)[CH:7]=[CH:6][CH:5]=[C:4]([C:8]([CH3:29])([CH3:28])[CH2:9][NH:10][C:11](=[O:27])[C:12]2[CH:17]=[CH:16][CH:15]=[C:14]([C:18]3[N:22]=[C:21]([C:23]([F:26])([F:25])[F:24])[O:20][N:19]=3)[CH:13]=2)[CH:3]=1.